Dataset: NCI-60 drug combinations with 297,098 pairs across 59 cell lines. Task: Regression. Given two drug SMILES strings and cell line genomic features, predict the synergy score measuring deviation from expected non-interaction effect. (1) Drug 1: CNC(=O)C1=CC=CC=C1SC2=CC3=C(C=C2)C(=NN3)C=CC4=CC=CC=N4. Drug 2: CC1C(C(CC(O1)OC2CC(CC3=C2C(=C4C(=C3O)C(=O)C5=C(C4=O)C(=CC=C5)OC)O)(C(=O)C)O)N)O.Cl. Cell line: SR. Synergy scores: CSS=80.6, Synergy_ZIP=-2.14, Synergy_Bliss=-2.50, Synergy_Loewe=-3.85, Synergy_HSA=-0.378. (2) Drug 1: CC1C(C(CC(O1)OC2CC(OC(C2O)C)OC3=CC4=CC5=C(C(=O)C(C(C5)C(C(=O)C(C(C)O)O)OC)OC6CC(C(C(O6)C)O)OC7CC(C(C(O7)C)O)OC8CC(C(C(O8)C)O)(C)O)C(=C4C(=C3C)O)O)O)O. Drug 2: C#CCC(CC1=CN=C2C(=N1)C(=NC(=N2)N)N)C3=CC=C(C=C3)C(=O)NC(CCC(=O)O)C(=O)O. Cell line: MDA-MB-435. Synergy scores: CSS=66.3, Synergy_ZIP=0.169, Synergy_Bliss=-0.309, Synergy_Loewe=0.921, Synergy_HSA=-0.0436. (3) Drug 2: CC(C)NC(=O)C1=CC=C(C=C1)CNNC.Cl. Cell line: TK-10. Synergy scores: CSS=19.5, Synergy_ZIP=-5.35, Synergy_Bliss=-13.8, Synergy_Loewe=-33.2, Synergy_HSA=-14.9. Drug 1: CC1=C2C(C(=O)C3(C(CC4C(C3C(C(C2(C)C)(CC1OC(=O)C(C(C5=CC=CC=C5)NC(=O)OC(C)(C)C)O)O)OC(=O)C6=CC=CC=C6)(CO4)OC(=O)C)OC)C)OC. (4) Drug 1: CC12CCC(CC1=CCC3C2CCC4(C3CC=C4C5=CN=CC=C5)C)O. Drug 2: C1CC(=O)NC(=O)C1N2C(=O)C3=CC=CC=C3C2=O. Cell line: SNB-19. Synergy scores: CSS=4.19, Synergy_ZIP=-0.107, Synergy_Bliss=4.18, Synergy_Loewe=2.49, Synergy_HSA=3.41. (5) Drug 1: CNC(=O)C1=CC=CC=C1SC2=CC3=C(C=C2)C(=NN3)C=CC4=CC=CC=N4. Drug 2: C1CC(=O)NC(=O)C1N2CC3=C(C2=O)C=CC=C3N. Cell line: NCI-H322M. Synergy scores: CSS=-5.94, Synergy_ZIP=-0.290, Synergy_Bliss=-4.21, Synergy_Loewe=-4.09, Synergy_HSA=-4.76. (6) Drug 1: CC1(CCCN1)C2=NC3=C(C=CC=C3N2)C(=O)N. Drug 2: CNC(=O)C1=NC=CC(=C1)OC2=CC=C(C=C2)NC(=O)NC3=CC(=C(C=C3)Cl)C(F)(F)F. Cell line: OVCAR3. Synergy scores: CSS=41.5, Synergy_ZIP=6.54, Synergy_Bliss=7.63, Synergy_Loewe=-8.28, Synergy_HSA=-0.0659.